Task: Regression. Given a peptide amino acid sequence and an MHC pseudo amino acid sequence, predict their binding affinity value. This is MHC class II binding data.. Dataset: Peptide-MHC class II binding affinity with 134,281 pairs from IEDB The peptide sequence is NKYLEEHPSAGKDPK. The MHC is DRB1_1302 with pseudo-sequence DRB1_1302. The binding affinity (normalized) is 0.